From a dataset of Catalyst prediction with 721,799 reactions and 888 catalyst types from USPTO. Predict which catalyst facilitates the given reaction. (1) Reactant: [H-].C([Al+]CC(C)C)C(C)C.C(O[C:14]([C:16]1[CH:25]=[C:24]2[C:19]([C:20](Cl)=[CH:21][C:22]([Cl:26])=[N:23]2)=[CH:18][C:17]=1[CH3:28])=[O:15])C.S([O-])([O-])(=O)=O.[Mg+2].[NH:35]1[CH2:41][CH2:40][CH2:39][CH2:38][CH2:37][CH2:36]1.[Cl-].[Li+]. Product: [N:35]1([C:20]2[C:19]3[C:24](=[CH:25][C:16]([CH2:14][OH:15])=[C:17]([CH3:28])[CH:18]=3)[N:23]=[C:22]([Cl:26])[CH:21]=2)[CH2:41][CH2:40][CH2:39][CH2:38][CH2:37][CH2:36]1. The catalyst class is: 54. (2) Reactant: [C:1]([CH2:3][CH2:4][N:5]([CH2:10][CH2:11][CH2:12][CH2:13][CH2:14][CH2:15][CH2:16][CH2:17][CH2:18][CH2:19][CH2:20][CH2:21][CH2:22][CH2:23][CH2:24][CH2:25][CH2:26][CH3:27])[CH2:6][CH2:7][C:8]#[N:9])#[N:2].[H][H]. Product: [NH2:2][CH2:1][CH2:3][CH2:4][N:5]([CH2:10][CH2:11][CH2:12][CH2:13][CH2:14][CH2:15][CH2:16][CH2:17][CH2:18][CH2:19][CH2:20][CH2:21][CH2:22][CH2:23][CH2:24][CH2:25][CH2:26][CH3:27])[CH2:6][CH2:7][CH2:8][NH2:9]. The catalyst class is: 12. (3) Reactant: [CH3:1]C(C)([O-])C.[K+].[F:7][C:8]([F:25])([F:24])[C:9]([NH:11][C@@H:12]1[C:20]2[C:15](=[CH:16][CH:17]=[C:18]([O:21][CH3:22])[CH:19]=2)[C:14](=O)[CH2:13]1)=[O:10].O. Product: [F:7][C:8]([F:25])([F:24])[C:9]([NH:11][C@@H:12]1[C:20]2[C:15](=[CH:16][CH:17]=[C:18]([O:21][CH3:22])[CH:19]=2)[C:14](=[CH2:1])[CH2:13]1)=[O:10]. The catalyst class is: 307. (4) Reactant: [C:1]1([C:7]2[CH:8]=[N:9][C:10](=[O:13])[NH:11][CH:12]=2)[CH:6]=[CH:5][CH:4]=[CH:3][CH:2]=1.C(N(CC)CC)C.Br[CH2:22][CH2:23][CH2:24][CH2:25][Cl:26].O. Product: [Cl:26][CH2:25][CH2:24][CH2:23][CH2:22][N:9]1[CH:8]=[C:7]([C:1]2[CH:2]=[CH:3][CH:4]=[CH:5][CH:6]=2)[CH:12]=[N:11][C:10]1=[O:13]. The catalyst class is: 4. (5) Reactant: C1(P(C2C=CC=CC=2)C2C=CC=CC=2)C=CC=CC=1.N1C=CN=C1.[I:25]I.[C:27]([O:31][C:32]([NH:34][CH2:35][CH2:36][CH2:37][CH2:38]O)=[O:33])([CH3:30])([CH3:29])[CH3:28]. Product: [C:27]([O:31][C:32]([NH:34][CH2:35][CH2:36][CH2:37][CH2:38][I:25])=[O:33])([CH3:30])([CH3:29])[CH3:28]. The catalyst class is: 4.